This data is from Forward reaction prediction with 1.9M reactions from USPTO patents (1976-2016). The task is: Predict the product of the given reaction. (1) Given the reactants [Cl:1][C:2]1[N:7]=[CH:6][C:5]([NH:8][CH2:9][CH2:10][OH:11])=[C:4](I)[CH:3]=1.[CH3:13][C:14]([CH3:18])([CH3:17])[C:15]#[CH:16], predict the reaction product. The product is: [Cl:1][C:2]1[N:7]=[CH:6][C:5]([NH:8][CH2:9][CH2:10][OH:11])=[C:4]([C:16]#[C:15][C:14]([CH3:18])([CH3:17])[CH3:13])[CH:3]=1. (2) Given the reactants [F:1][C:2]1[C:10]([OH:11])=[C:9]2[C:5]([CH:6]=[C:7]([C:12](O)=[O:13])[NH:8]2)=[CH:4][C:3]=1[O:15][C:16]1[CH:17]=[N:18][C:19]([S:22]([CH3:25])(=[O:24])=[O:23])=[CH:20][CH:21]=1.[NH4+].O[N:28]1C2C=CC=CC=2N=N1.Cl.C(N=C=NCCCN(C)C)C, predict the reaction product. The product is: [F:1][C:2]1[C:10]([OH:11])=[C:9]2[C:5]([CH:6]=[C:7]([C:12]([NH2:28])=[O:13])[NH:8]2)=[CH:4][C:3]=1[O:15][C:16]1[CH:17]=[N:18][C:19]([S:22]([CH3:25])(=[O:24])=[O:23])=[CH:20][CH:21]=1. (3) Given the reactants [N-:1]=[N+:2]=[N-:3].[Na+].[CH3:5][CH2:6][CH2:7][CH2:8][CH2:9][CH3:10], predict the reaction product. The product is: [CH2:5]([N:1]=[N+:2]=[N-:3])[CH2:6][CH2:7][CH2:8][CH2:9][CH2:10][CH2:5][CH2:6]/[CH:7]=[CH:8]\[CH2:9]/[CH:10]=[CH:5]\[CH2:6][CH2:7][CH2:8][CH2:9][CH3:10]. (4) Given the reactants [CH:1]1([N:4](CC2C=CC(OC)=CC=2)[C:5]2[C:10]3=[N:11][CH:12]=[C:13]([C:14]#[N:15])[N:9]3[N:8]=[C:7](S(C)(=O)=O)[N:6]=2)[CH2:3][CH2:2]1.[NH2:29][C:30]1[C:31]([Cl:56])=[C:32]([N:38]2[CH2:43][CH2:42][C@@H:41]([O:44][Si](C(C)(C)C)(C)C)[C@H:40]([NH:52][C:53](=[O:55])[CH3:54])[CH2:39]2)[CH:33]=[C:34]([C:36]#[N:37])[CH:35]=1, predict the reaction product. The product is: [Cl:56][C:31]1[C:30]([NH:29][C:7]2[N:6]=[C:5]([NH:4][CH:1]3[CH2:2][CH2:3]3)[C:10]3=[N:11][CH:12]=[C:13]([C:14]#[N:15])[N:9]3[N:8]=2)=[CH:35][C:34]([C:36]#[N:37])=[CH:33][C:32]=1[N:38]1[CH2:43][CH2:42][C@@H:41]([OH:44])[C@H:40]([NH:52][C:53](=[O:55])[CH3:54])[CH2:39]1. (5) Given the reactants Cl.N1CCC(NC2OC3C=CC(OCCO)=CC=3N=2)CC1.[C:22]([O:26][C:27]([N:29]1[CH2:34][CH2:33][CH:32]([NH:35][C:36]2[O:37][C:38]3[CH:44]=[CH:43][C:42]([OH:45])=[CH:41][C:39]=3[N:40]=2)[CH2:31][CH2:30]1)=[O:28])([CH3:25])([CH3:24])[CH3:23].Br[CH2:47][CH2:48][O:49][CH:50]1[CH2:55][CH2:54][CH2:53][CH2:52][O:51]1.C(=O)([O-])[O-].[K+].[K+], predict the reaction product. The product is: [C:22]([O:26][C:27]([N:29]1[CH2:34][CH2:33][CH:32]([NH:35][C:36]2[O:37][C:38]3[CH:44]=[CH:43][C:42]([O:45][CH2:47][CH2:48][O:49][CH:50]4[CH2:55][CH2:54][CH2:53][CH2:52][O:51]4)=[CH:41][C:39]=3[N:40]=2)[CH2:31][CH2:30]1)=[O:28])([CH3:25])([CH3:23])[CH3:24]. (6) Given the reactants [F:1][C:2]1[CH:3]=[C:4]([CH:29]=[CH:30][C:31]=1[F:32])[CH2:5][O:6][C:7]1[N:12]=[C:11]([NH2:13])[C:10]([C:14]2[CH:19]=[CH:18][C:17]([Cl:20])=[CH:16][CH:15]=2)=[C:9]([C:21]2[CH:26]=[CH:25][C:24]([Cl:27])=[CH:23][C:22]=2[Cl:28])[N:8]=1.[C:33](OC(=O)C)(=[O:35])[CH3:34], predict the reaction product. The product is: [F:1][C:2]1[CH:3]=[C:4]([CH:29]=[CH:30][C:31]=1[F:32])[CH2:5][O:6][C:7]1[N:12]=[C:11]([NH:13][C:33](=[O:35])[CH3:34])[C:10]([C:14]2[CH:19]=[CH:18][C:17]([Cl:20])=[CH:16][CH:15]=2)=[C:9]([C:21]2[CH:26]=[CH:25][C:24]([Cl:27])=[CH:23][C:22]=2[Cl:28])[N:8]=1. (7) Given the reactants [CH2:1]([C@@H:5]1[NH:10][CH2:9][C@H:8]([CH2:11][CH:12]([CH3:14])[CH3:13])[NH:7][C:6]1=[O:15])[CH:2]([CH3:4])[CH3:3].[Cl:16][C:17]1[CH:22]=[CH:21][C:20]([C@@H:23]2[CH2:25][C@H:24]2[C:26](O)=[O:27])=[C:19]([F:29])[CH:18]=1.C([C@@H]1N(C(=O)/C=C/C2C=CC=CC=2)C[C@H](CC(C)C)NC1=O)C(C)C, predict the reaction product. The product is: [Cl:16][C:17]1[CH:22]=[CH:21][C:20]([C@@H:23]2[CH2:25][C@H:24]2[C:26]([N:10]2[CH2:9][C@H:8]([CH2:11][CH:12]([CH3:14])[CH3:13])[NH:7][C:6](=[O:15])[C@@H:5]2[CH2:1][CH:2]([CH3:4])[CH3:3])=[O:27])=[C:19]([F:29])[CH:18]=1. (8) Given the reactants [CH3:1][O:2][C:3]1[N:4]=[C:5]2[C:10](=[CH:11][CH:12]=1)[N:9]=[CH:8][CH:7]=[C:6]2[CH2:13][CH2:14][N:15]1[CH2:20][CH2:19][CH2:18][CH:17]([CH2:21][NH2:22])[CH2:16]1.[O-]S([O-])(=O)=O.[Na+].[Na+].[O:30]=[C:31]1[CH2:36][S:35][C:34]2[CH:37]=[CH:38][C:39]([CH:41]=O)=[N:40][C:33]=2[NH:32]1.[BH4-].[Na+], predict the reaction product. The product is: [CH3:1][O:2][C:3]1[N:4]=[C:5]2[C:10](=[CH:11][CH:12]=1)[N:9]=[CH:8][CH:7]=[C:6]2[CH2:13][CH2:14][N:15]1[CH2:20][CH2:19][CH2:18][CH:17]([CH2:21][NH:22][CH2:41][C:39]2[CH:38]=[CH:37][C:34]3[S:35][CH2:36][C:31](=[O:30])[NH:32][C:33]=3[N:40]=2)[CH2:16]1. (9) Given the reactants S(=O)(=O)(O)O.[Br:6][C:7]1[CH:8]=[CH:9][C:10]([N:13]2[CH2:18][CH2:17][C:16]([C:21]3[CH:26]=[CH:25][C:24]([F:27])=[CH:23][CH:22]=3)([C:19]#[N:20])[CH2:15][CH2:14]2)=[N:11][CH:12]=1.[OH-:28].[Na+], predict the reaction product. The product is: [Br:6][C:7]1[CH:8]=[CH:9][C:10]([N:13]2[CH2:14][CH2:15][C:16]([C:21]3[CH:22]=[CH:23][C:24]([F:27])=[CH:25][CH:26]=3)([C:19]([NH2:20])=[O:28])[CH2:17][CH2:18]2)=[N:11][CH:12]=1. (10) Given the reactants B.[CH3:2][C:3]1([CH3:14])[CH2:8][CH:7]([C:9](O)=[O:10])[CH2:6][C:5]([CH3:13])([CH3:12])[NH:4]1.Cl.C(=O)([O-])[O-].[K+].[K+], predict the reaction product. The product is: [CH3:2][C:3]1([CH3:14])[CH2:8][CH:7]([CH2:9][OH:10])[CH2:6][C:5]([CH3:13])([CH3:12])[NH:4]1.